This data is from Full USPTO retrosynthesis dataset with 1.9M reactions from patents (1976-2016). The task is: Predict the reactants needed to synthesize the given product. (1) Given the product [CH3:39][N:37]([CH3:38])[C:36](=[O:40])[CH:28]([C:25]1[CH:26]=[CH:27][C:22]([O:21][C:18]2[CH:17]=[CH:16][C:15]([CH2:14][CH2:13][C:12](=[O:11])[NH:5][C:6]([NH2:8])=[O:7])=[CH:20][CH:19]=2)=[CH:23][CH:24]=1)[CH2:29][C:30]1[CH:31]=[N:32][CH:33]=[CH:34][CH:35]=1, predict the reactants needed to synthesize it. The reactants are: [O-]CC.[Na+].[NH2:5][C:6]([NH2:8])=[O:7].C([O:11][C:12](=O)[CH2:13][CH2:14][C:15]1[CH:20]=[CH:19][C:18]([O:21][C:22]2[CH:27]=[CH:26][C:25]([CH:28]([C:36](=[O:40])[N:37]([CH3:39])[CH3:38])[CH2:29][C:30]3[CH:31]=[N:32][CH:33]=[CH:34][CH:35]=3)=[CH:24][CH:23]=2)=[CH:17][CH:16]=1)C.FC(F)(F)C(O)=O. (2) Given the product [CH3:19][O:20][C:21]1[CH:22]=[C:23]([N:29]2[CH2:30][CH2:31][N:32]([C:16]([C:7]3[NH:6][C:5]([S:2]([CH3:1])(=[O:3])=[O:4])=[N:9][C:8]=3[C:10]3[CH:11]=[CH:12][CH:13]=[CH:14][CH:15]=3)=[O:18])[CH2:33][CH2:34]2)[CH:24]=[C:25]([O:27][CH3:28])[CH:26]=1, predict the reactants needed to synthesize it. The reactants are: [CH3:1][S:2]([C:5]1[NH:6][C:7]([C:16]([OH:18])=O)=[C:8]([C:10]2[CH:15]=[CH:14][CH:13]=[CH:12][CH:11]=2)[N:9]=1)(=[O:4])=[O:3].[CH3:19][O:20][C:21]1[CH:22]=[C:23]([N:29]2[CH2:34][CH2:33][NH:32][CH2:31][CH2:30]2)[CH:24]=[C:25]([O:27][CH3:28])[CH:26]=1.Cl.CN(C)CCCN=C=NCC.O.ON1C2C=CC=CC=2N=N1.